The task is: Regression. Given two drug SMILES strings and cell line genomic features, predict the synergy score measuring deviation from expected non-interaction effect.. This data is from NCI-60 drug combinations with 297,098 pairs across 59 cell lines. (1) Drug 1: C1=CC(=CC=C1C#N)C(C2=CC=C(C=C2)C#N)N3C=NC=N3. Drug 2: C1CN(P(=O)(OC1)NCCCl)CCCl. Cell line: UO-31. Synergy scores: CSS=4.63, Synergy_ZIP=1.03, Synergy_Bliss=2.21, Synergy_Loewe=2.76, Synergy_HSA=-0.0958. (2) Drug 1: CC1=C(C=C(C=C1)NC2=NC=CC(=N2)N(C)C3=CC4=NN(C(=C4C=C3)C)C)S(=O)(=O)N.Cl. Drug 2: C1=NC2=C(N1)C(=S)N=CN2. Cell line: LOX IMVI. Synergy scores: CSS=21.9, Synergy_ZIP=-3.42, Synergy_Bliss=-6.13, Synergy_Loewe=-37.8, Synergy_HSA=-4.95. (3) Drug 1: CC1=C2C(C(=O)C3(C(CC4C(C3C(C(C2(C)C)(CC1OC(=O)C(C(C5=CC=CC=C5)NC(=O)OC(C)(C)C)O)O)OC(=O)C6=CC=CC=C6)(CO4)OC(=O)C)OC)C)OC. Drug 2: C1CCC(C1)C(CC#N)N2C=C(C=N2)C3=C4C=CNC4=NC=N3. Cell line: TK-10. Synergy scores: CSS=50.9, Synergy_ZIP=5.71, Synergy_Bliss=6.58, Synergy_Loewe=-9.60, Synergy_HSA=8.69. (4) Drug 1: C1=CC(=CC=C1C#N)C(C2=CC=C(C=C2)C#N)N3C=NC=N3. Drug 2: CCC1=C2CN3C(=CC4=C(C3=O)COC(=O)C4(CC)O)C2=NC5=C1C=C(C=C5)O. Cell line: BT-549. Synergy scores: CSS=11.5, Synergy_ZIP=-2.98, Synergy_Bliss=-0.732, Synergy_Loewe=-18.9, Synergy_HSA=-0.774. (5) Drug 1: C1CC(=O)NC(=O)C1N2CC3=C(C2=O)C=CC=C3N. Drug 2: CCCCC(=O)OCC(=O)C1(CC(C2=C(C1)C(=C3C(=C2O)C(=O)C4=C(C3=O)C=CC=C4OC)O)OC5CC(C(C(O5)C)O)NC(=O)C(F)(F)F)O. Cell line: NCI-H460. Synergy scores: CSS=4.02, Synergy_ZIP=-1.98, Synergy_Bliss=-1.81, Synergy_Loewe=0.557, Synergy_HSA=-0.980.